From a dataset of Forward reaction prediction with 1.9M reactions from USPTO patents (1976-2016). Predict the product of the given reaction. (1) Given the reactants C[O:2][C:3](=[O:37])[CH2:4][CH2:5][NH:6][C:7]([C:9]1([C:15]2[CH:20]=[CH:19][C:18]([CH2:21][CH2:22][CH2:23][NH:24][C@@H:25]([C:27]3[C:36]4[C:31](=[CH:32][CH:33]=[CH:34][CH:35]=4)[CH:30]=[CH:29][CH:28]=3)[CH3:26])=[CH:17][CH:16]=2)[CH2:14][CH2:13][O:12][CH2:11][CH2:10]1)=[O:8].[Li+].[OH-], predict the reaction product. The product is: [C:27]1([C@H:25]([NH:24][CH2:23][CH2:22][CH2:21][C:18]2[CH:19]=[CH:20][C:15]([C:9]3([C:7]([NH:6][CH2:5][CH2:4][C:3]([OH:37])=[O:2])=[O:8])[CH2:14][CH2:13][O:12][CH2:11][CH2:10]3)=[CH:16][CH:17]=2)[CH3:26])[C:36]2[C:31](=[CH:32][CH:33]=[CH:34][CH:35]=2)[CH:30]=[CH:29][CH:28]=1. (2) Given the reactants [NH:1]1[C:9]2[C:4](=[CH:5][CH:6]=[CH:7][CH:8]=2)[C:3]([C:10]([OH:12])=O)=[N:2]1.[C:13]1([NH:19][C:20]2[CH:25]=[CH:24][C:23]([NH2:26])=[CH:22][CH:21]=2)[CH:18]=[CH:17][CH:16]=[CH:15][CH:14]=1.C1(N=C=NC2CCCCC2)CCCCC1, predict the reaction product. The product is: [C:13]1([NH:19][C:20]2[CH:25]=[CH:24][C:23]([NH:26][C:10]([C:3]3[C:4]4[C:9](=[CH:8][CH:7]=[CH:6][CH:5]=4)[NH:1][N:2]=3)=[O:12])=[CH:22][CH:21]=2)[CH:14]=[CH:15][CH:16]=[CH:17][CH:18]=1. (3) Given the reactants Br[CH:2]([CH2:6][CH2:7][CH2:8][CH3:9])[C:3]([OH:5])=[O:4].[CH:10]1[C:19]2[C:14](=[CH:15][CH:16]=[CH:17][CH:18]=2)[CH:13]=[CH:12][C:11]=1[OH:20].[NH2:21][C:22]1[S:23][CH:24]=[CH:25][N:26]=1, predict the reaction product. The product is: [CH:10]1[C:19]2[C:14](=[CH:15][CH:16]=[CH:17][CH:18]=2)[CH:13]=[CH:12][C:11]=1[O:20][CH:2]([CH2:6][CH2:7][CH2:8][CH3:9])[C:3]([OH:5])=[O:4].[CH:10]1[C:19]2[C:14](=[CH:15][CH:16]=[CH:17][CH:18]=2)[CH:13]=[CH:12][C:11]=1[O:20][CH:2]([CH2:6][CH2:7][CH2:8][CH3:9])[C:3]([NH:21][C:22]1[S:23][CH:24]=[CH:25][N:26]=1)=[O:5].